This data is from NCI-60 drug combinations with 297,098 pairs across 59 cell lines. The task is: Regression. Given two drug SMILES strings and cell line genomic features, predict the synergy score measuring deviation from expected non-interaction effect. (1) Drug 1: CC1CCC2CC(C(=CC=CC=CC(CC(C(=O)C(C(C(=CC(C(=O)CC(OC(=O)C3CCCCN3C(=O)C(=O)C1(O2)O)C(C)CC4CCC(C(C4)OC)OCCO)C)C)O)OC)C)C)C)OC. Drug 2: CC1CCCC2(C(O2)CC(NC(=O)CC(C(C(=O)C(C1O)C)(C)C)O)C(=CC3=CSC(=N3)C)C)C. Cell line: KM12. Synergy scores: CSS=45.6, Synergy_ZIP=2.41, Synergy_Bliss=-1.69, Synergy_Loewe=-11.7, Synergy_HSA=1.86. (2) Drug 1: CC1C(C(CC(O1)OC2CC(CC3=C2C(=C4C(=C3O)C(=O)C5=C(C4=O)C(=CC=C5)OC)O)(C(=O)C)O)N)O.Cl. Drug 2: CN(C)C1=NC(=NC(=N1)N(C)C)N(C)C. Cell line: COLO 205. Synergy scores: CSS=26.0, Synergy_ZIP=4.00, Synergy_Bliss=7.92, Synergy_Loewe=-48.1, Synergy_HSA=2.66. (3) Drug 1: C1CCN(CC1)CCOC2=CC=C(C=C2)C(=O)C3=C(SC4=C3C=CC(=C4)O)C5=CC=C(C=C5)O. Drug 2: COCCOC1=C(C=C2C(=C1)C(=NC=N2)NC3=CC=CC(=C3)C#C)OCCOC.Cl. Cell line: OVCAR3. Synergy scores: CSS=20.1, Synergy_ZIP=-2.95, Synergy_Bliss=-6.78, Synergy_Loewe=-5.46, Synergy_HSA=-4.55. (4) Drug 1: CC(C1=C(C=CC(=C1Cl)F)Cl)OC2=C(N=CC(=C2)C3=CN(N=C3)C4CCNCC4)N. Drug 2: C1=NC(=NC(=O)N1C2C(C(C(O2)CO)O)O)N. Cell line: ACHN. Synergy scores: CSS=30.6, Synergy_ZIP=-4.14, Synergy_Bliss=6.09, Synergy_Loewe=5.64, Synergy_HSA=7.38. (5) Drug 1: C1C(C(OC1N2C=NC(=NC2=O)N)CO)O. Drug 2: CC1C(C(CC(O1)OC2CC(CC3=C2C(=C4C(=C3O)C(=O)C5=CC=CC=C5C4=O)O)(C(=O)C)O)N)O. Cell line: SN12C. Synergy scores: CSS=35.0, Synergy_ZIP=-5.05, Synergy_Bliss=-7.15, Synergy_Loewe=-15.6, Synergy_HSA=-3.57. (6) Drug 1: CS(=O)(=O)C1=CC(=C(C=C1)C(=O)NC2=CC(=C(C=C2)Cl)C3=CC=CC=N3)Cl. Synergy scores: CSS=8.54, Synergy_ZIP=-3.07, Synergy_Bliss=2.66, Synergy_Loewe=-9.82, Synergy_HSA=-3.17. Drug 2: C1CC(C1)(C(=O)O)C(=O)O.[NH2-].[NH2-].[Pt+2]. Cell line: HS 578T. (7) Drug 1: C1C(C(OC1N2C=NC3=C(N=C(N=C32)Cl)N)CO)O. Drug 2: CCC1(CC2CC(C3=C(CCN(C2)C1)C4=CC=CC=C4N3)(C5=C(C=C6C(=C5)C78CCN9C7C(C=CC9)(C(C(C8N6C)(C(=O)OC)O)OC(=O)C)CC)OC)C(=O)OC)O.OS(=O)(=O)O. Cell line: SK-MEL-28. Synergy scores: CSS=13.5, Synergy_ZIP=-4.53, Synergy_Bliss=3.16, Synergy_Loewe=-0.738, Synergy_HSA=0.892. (8) Drug 1: CN1CCC(CC1)COC2=C(C=C3C(=C2)N=CN=C3NC4=C(C=C(C=C4)Br)F)OC. Drug 2: C1=CC(=CC=C1CCCC(=O)O)N(CCCl)CCCl. Cell line: U251. Synergy scores: CSS=30.6, Synergy_ZIP=0.793, Synergy_Bliss=0.665, Synergy_Loewe=0.971, Synergy_HSA=2.21.